Dataset: Tox21: 12 toxicity assays (nuclear receptors and stress response pathways). Task: Binary classification across 12 toxicity assays. (1) The molecule is COCCCOc1ccnc(CS(=O)c2nc3ccccc3[n-]2)c1C. It tested positive (active) for: NR-AR (Androgen Receptor agonist activity), NR-AhR (Aryl hydrocarbon Receptor agonist activity), and SR-ARE (Antioxidant Response Element (oxidative stress)). (2) The molecule is CCCCc1c(C)nc(NCC)nc1OS(=O)(=O)N(C)C. It tested positive (active) for: NR-AhR (Aryl hydrocarbon Receptor agonist activity), and SR-ARE (Antioxidant Response Element (oxidative stress)).